Regression/Classification. Given a drug SMILES string, predict its absorption, distribution, metabolism, or excretion properties. Task type varies by dataset: regression for continuous measurements (e.g., permeability, clearance, half-life) or binary classification for categorical outcomes (e.g., BBB penetration, CYP inhibition). For this dataset (solubility_aqsoldb), we predict Y. From a dataset of Aqueous solubility values for 9,982 compounds from the AqSolDB database. (1) The compound is CCCCCC(=O)OCC. The Y is -2.35 log mol/L. (2) The drug is CCC1(C2=CC3CCC(C2)C3)C(=O)NC(=O)NC1=O. The Y is -2.77 log mol/L.